From a dataset of Reaction yield outcomes from USPTO patents with 853,638 reactions. Predict the reaction yield, written as a fraction of the theoretical maximum amount of product (1.0 means a 100% yield; for example, 0.34 means a 34% yield). (1) The reactants are [CH3:1][O:2][C:3]([C:5]1[C:6]([NH2:15])=[C:7]([Cl:14])[CH:8]=[C:9]2[C:13]=1[NH:12][N:11]=[CH:10]2)=[O:4].[Br:16]Br. The catalyst is C(O)(=O)C. The product is [CH3:1][O:2][C:3]([C:5]1[C:6]([NH2:15])=[C:7]([Cl:14])[CH:8]=[C:9]2[C:13]=1[NH:12][N:11]=[C:10]2[Br:16])=[O:4]. The yield is 0.110. (2) The reactants are [CH2:1]([C:8]1[CH:26]=[CH:25][CH:24]=[CH:23][C:9]=1[C:10]([NH:12][NH:13][C:14](=[O:22])[C:15]1[CH:20]=[CH:19][CH:18]=[C:17]([CH3:21])[CH:16]=1)=O)[C:2]1[CH:7]=[CH:6][CH:5]=[CH:4][CH:3]=1.O=S(Cl)Cl. The catalyst is C1C=CC=CC=1. The product is [CH2:1]([C:8]1[CH:26]=[CH:25][CH:24]=[CH:23][C:9]=1[C:10]1[O:22][C:14]([C:15]2[CH:16]=[C:17]([CH3:21])[CH:18]=[CH:19][CH:20]=2)=[N:13][N:12]=1)[C:2]1[CH:7]=[CH:6][CH:5]=[CH:4][CH:3]=1. The yield is 0.960. (3) The reactants are [C:1](=[O:15])([O:10][C:11]([CH3:14])([CH3:13])[CH3:12])O[C:1]([O:10][C:11]([CH3:14])([CH3:13])[CH3:12])=[O:15].[CH2:16]([NH2:19])[C:17]#[CH:18]. The catalyst is C(OCC)C. The product is [CH2:16]([NH:19][C:1](=[O:15])[O:10][C:11]([CH3:12])([CH3:13])[CH3:14])[C:17]#[CH:18]. The yield is 0.885. (4) The reactants are [C:1]1([S:7]([N:10]2[C:14]3=[N:15][CH:16]=[C:17]([CH:19]=[C:20]([CH3:22])[CH3:21])[CH:18]=[C:13]3[C:12]([C:23]3[N:24]=[C:25]([CH:28]4[CH2:33][CH2:32][N:31]([CH3:34])[CH2:30][CH2:29]4)[S:26][CH:27]=3)=[CH:11]2)(=[O:9])=[O:8])[CH:6]=[CH:5][CH:4]=[CH:3][CH:2]=1. The catalyst is CO.[OH-].[OH-].[Pd+2]. The product is [C:1]1([S:7]([N:10]2[C:14]3=[N:15][CH:16]=[C:17]([CH2:19][CH:20]([CH3:22])[CH3:21])[CH:18]=[C:13]3[C:12]([C:23]3[N:24]=[C:25]([CH:28]4[CH2:29][CH2:30][N:31]([CH3:34])[CH2:32][CH2:33]4)[S:26][CH:27]=3)=[CH:11]2)(=[O:8])=[O:9])[CH:2]=[CH:3][CH:4]=[CH:5][CH:6]=1. The yield is 0.930. (5) The reactants are [CH:1]([C@H:14]1[O:19][CH2:18][C@@H:17]([NH2:20])[CH2:16][CH2:15]1)([C:8]1[CH:13]=[CH:12][CH:11]=[CH:10][CH:9]=1)[C:2]1[CH:7]=[CH:6][CH:5]=[CH:4][CH:3]=1.[F:21][C:22]1[CH:23]=[C:24]([CH:27]=[CH:28][C:29]=1[F:30])[CH:25]=O.C(O)(=O)C.[BH3-]C#N.[Na+]. The catalyst is ClCCCl.CO. The product is [CH:1]([C@H:14]1[O:19][CH2:18][C@@H:17]([NH:20][CH2:25][C:24]2[CH:27]=[CH:28][C:29]([F:30])=[C:22]([F:21])[CH:23]=2)[CH2:16][CH2:15]1)([C:8]1[CH:13]=[CH:12][CH:11]=[CH:10][CH:9]=1)[C:2]1[CH:3]=[CH:4][CH:5]=[CH:6][CH:7]=1. The yield is 0.800. (6) The reactants are [C:1]([C:3]1[CH:8]=[CH:7][CH:6]=[CH:5][C:4]=1[C:9]1[CH:14]=[CH:13][C:12]([CH2:15][C:16]2[C:17](=[O:32])[N:18]([CH2:28][C:29](O)=[O:30])[C:19]3[N:20]([N:25]=[CH:26][N:27]=3)[C:21]=2[CH2:22][CH2:23][CH3:24])=[CH:11][CH:10]=1)#[N:2].[NH4+].O[N:35]1C2C=CC=CC=2N=N1.Cl.C(N=C=NCCCN(C)C)C.CN(C)C=O. The catalyst is C(OCC)(=O)C. The product is [C:1]([C:3]1[CH:8]=[CH:7][CH:6]=[CH:5][C:4]=1[C:9]1[CH:10]=[CH:11][C:12]([CH2:15][C:16]2[C:17](=[O:32])[N:18]([CH2:28][C:29]([NH2:35])=[O:30])[C:19]3[N:20]([N:25]=[CH:26][N:27]=3)[C:21]=2[CH2:22][CH2:23][CH3:24])=[CH:13][CH:14]=1)#[N:2]. The yield is 1.00. (7) The reactants are [CH2:1]([O:3][C:4]([C:6]1[CH:7]=[N:8][N:9]([C:11]2[N:15]([CH2:16][O:17][CH2:18][CH2:19][O:20][CH3:21])[C:14]3[CH:22]=[C:23]([Cl:27])[C:24]([NH2:26])=[CH:25][C:13]=3[N:12]=2)[CH:10]=1)=[O:5])[CH3:2].N[C:29]1[C:45](Cl)=[CH:44][C:32]2NC(N3C=C(C(O)=O)C=N3)=N[C:31]=2[CH:30]=1.BrC1C=CC=CC=1.CC(C)([O-])C.[Na+]. The catalyst is C1C=CC(/C=C/C(/C=C/C2C=CC=CC=2)=O)=CC=1.C1C=CC(/C=C/C(/C=C/C2C=CC=CC=2)=O)=CC=1.[Pd].CC(P(C(C)(C)C)[C-]1C=CC=C1)(C)C.C1C=CC([C-]2C(C3C=CC=CC=3)=C(C3C=CC=CC=3)C(C3C=CC=CC=3)=C2C2C=CC=CC=2)=CC=1.[Fe+2]. The product is [CH2:1]([O:3][C:4]([C:6]1[CH:7]=[N:8][N:9]([C:11]2[N:15]([CH2:16][O:17][CH2:18][CH2:19][O:20][CH3:21])[C:14]3[CH:22]=[C:23]([Cl:27])[C:24]([NH:26][C:29]4[CH:45]=[CH:44][CH:32]=[CH:31][CH:30]=4)=[CH:25][C:13]=3[N:12]=2)[CH:10]=1)=[O:5])[CH3:2]. The yield is 0.0600. (8) The reactants are [Br:1][C:2]1[CH:3]=[C:4](/[CH:9]=[CH:10]/[C:11]#[N:12])[CH:5]=[CH:6][C:7]=1[F:8].[BH4-].[Na+].O. The catalyst is C(O)C. The product is [Br:1][C:2]1[CH:3]=[C:4]([CH2:9][CH2:10][C:11]#[N:12])[CH:5]=[CH:6][C:7]=1[F:8]. The yield is 0.647. (9) The product is [Br:1][CH:2]([C:6]1[CH:11]=[CH:10][CH:9]=[CH:8][CH:7]=1)[C:3]([O:5][C@H:18]([C:12]1[CH:17]=[CH:16][CH:15]=[CH:14][CH:13]=1)[CH3:19])=[O:4]. The yield is 0.730. The reactants are [Br:1][CH:2]([C:6]1[CH:11]=[CH:10][CH:9]=[CH:8][CH:7]=1)[C:3]([OH:5])=[O:4].[C:12]1([C@@H:18](O)[CH3:19])[CH:17]=[CH:16][CH:15]=[CH:14][CH:13]=1.CCN=C=NCCCN(C)C. The catalyst is CN(C1C=CN=CC=1)C.ClCCl.C(OCC)(=O)C.